Dataset: Reaction yield outcomes from USPTO patents with 853,638 reactions. Task: Predict the reaction yield, written as a fraction of the theoretical maximum amount of product (1.0 means a 100% yield; for example, 0.34 means a 34% yield). (1) The reactants are [Br:1][C:2]#[C:3][C:4]([O:6][CH3:7])=[O:5].[N:8]1([C:13]([O:15][C:16]([CH3:19])([CH3:18])[CH3:17])=[O:14])[CH:12]=[CH:11][CH:10]=[CH:9]1. The catalyst is C(OCC)(=O)C.CCCCCC. The product is [Br:1][C:2]1[CH:9]2[N:8]([C:13]([O:15][C:16]([CH3:19])([CH3:18])[CH3:17])=[O:14])[CH:12]([CH:11]=[CH:10]2)[C:3]=1[C:4]([O:6][CH3:7])=[O:5]. The yield is 0.200. (2) The reactants are O1CCCC1.[F:6][C:7]1[CH:12]=[CH:11][N:10]=[C:9]([O:13][CH2:14][C:15]2[CH:20]=[CH:19][C:18]([CH2:21][C:22](Cl)=[N:23][OH:24])=[CH:17][CH:16]=2)[CH:8]=1.[C:26]([C:28]1[C:29]([NH2:34])=[N:30][CH:31]=[CH:32][CH:33]=1)#[CH:27].C(N(CC)CC)C. The catalyst is O. The product is [F:6][C:7]1[CH:12]=[CH:11][N:10]=[C:9]([O:13][CH2:14][C:15]2[CH:20]=[CH:19][C:18]([CH2:21][C:22]3[CH:27]=[C:26]([C:28]4[C:29]([NH2:34])=[N:30][CH:31]=[CH:32][CH:33]=4)[O:24][N:23]=3)=[CH:17][CH:16]=2)[CH:8]=1. The yield is 0.220. (3) The product is [O:1]1[CH2:6][CH2:5][CH2:4][CH2:3][CH:2]1[O:7][CH2:8][CH2:9][CH2:10][CH2:11][C:12]1[CH:13]=[CH:14][C:15]2[CH2:21][CH:20]([CH2:22][C:23]([O:25][CH2:26][CH3:27])=[O:24])[C:19]3[CH:28]=[CH:29][CH:30]=[CH:31][C:18]=3[CH2:17][C:16]=2[CH:32]=1. The reactants are [O:1]1[CH2:6][CH2:5][CH2:4][CH2:3][CH:2]1[O:7][CH2:8][CH2:9][C:10]#[C:11][C:12]1[CH:13]=[CH:14][C:15]2[CH2:21][CH:20]([CH2:22][C:23]([O:25][CH2:26][CH3:27])=[O:24])[C:19]3[CH:28]=[CH:29][CH:30]=[CH:31][C:18]=3[CH2:17][C:16]=2[CH:32]=1. The yield is 0.880. The catalyst is [Pd].CCOC(C)=O. (4) The reactants are [N+:1]([C:4]1[CH:5]=[C:6]([NH2:10])[CH:7]=[CH:8][CH:9]=1)([O-:3])=[O:2].[N:11]([O-])=O.[Na+].[Cl:15][Sn]Cl.O. The catalyst is O.Cl. The product is [ClH:15].[N+:1]([C:4]1[CH:5]=[C:6]([NH:10][NH2:11])[CH:7]=[CH:8][CH:9]=1)([O-:3])=[O:2]. The yield is 0.730. (5) The reactants are I[CH2:2][C:3]1([C:8]2[CH:9]=[C:10]([CH:13]=[CH:14][CH:15]=2)[C:11]#[N:12])[CH2:7][CH2:6][CH2:5][O:4]1.C(N(C(C)C)CC)(C)C. The catalyst is [Pd].C(OCC)(=O)C. The product is [CH3:2][C:3]1([C:8]2[CH:9]=[C:10]([CH:13]=[CH:14][CH:15]=2)[C:11]#[N:12])[CH2:7][CH2:6][CH2:5][O:4]1. The yield is 0.240. (6) The reactants are [CH3:1][CH:2]([N:18]([CH3:20])[CH3:19])[CH2:3][N:4]1[C:13]2[CH:14]=[CH:15][CH:16]=[CH:17][C:12]=2[S:11][C:10]2[CH:9]=[CH:8][CH:7]=[CH:6][C:5]1=2.Cl. The catalyst is C(Cl)Cl. The product is [CH3:1][CH:2]([N:18]([CH3:19])[CH3:20])[CH2:3][N:4]1[C:5]2[CH:6]=[CH:7][CH:8]=[CH:9][C:10]=2[S:11][C:12]2[CH:17]=[CH:16][CH:15]=[CH:14][C:13]1=2. The yield is 0.960. (7) The reactants are [F:1][C:2]1[CH:3]=[C:4]([C:8]2([C:14]#[N:15])[CH2:13][CH2:12][CH2:11][CH2:10][CH2:9]2)[CH:5]=[CH:6][CH:7]=1.C([O-])(O)=[O:17].[Na+]. No catalyst specified. The product is [F:1][C:2]1[CH:3]=[C:4]([C:8]2([C:14]([NH2:15])=[O:17])[CH2:13][CH2:12][CH2:11][CH2:10][CH2:9]2)[CH:5]=[CH:6][CH:7]=1. The yield is 0.870. (8) No catalyst specified. The yield is 0.940. The reactants are [CH3:1][O:2][C:3]1[C:4]([NH:15][C:16](=[O:20])OCC)=[N:5][C:6]2[C:11]([N:12]=1)=[CH:10][C:9]([O:13][CH3:14])=[CH:8][CH:7]=2.[N+:21]([C:24]1[CH:29]=[CH:28][C:27]([N:30]2[CH2:35][CH2:34][NH:33][CH2:32][CH2:31]2)=[CH:26][CH:25]=1)([O-:23])=[O:22]. The product is [CH3:1][O:2][C:3]1[C:4]([NH:15][C:16]([N:33]2[CH2:34][CH2:35][N:30]([C:27]3[CH:26]=[CH:25][C:24]([N+:21]([O-:23])=[O:22])=[CH:29][CH:28]=3)[CH2:31][CH2:32]2)=[O:20])=[N:5][C:6]2[C:11]([N:12]=1)=[CH:10][C:9]([O:13][CH3:14])=[CH:8][CH:7]=2. (9) The reactants are [CH2:1]([O:8][C:9]([C@@:11]([OH:19])([CH2:16][CH:17]=[CH2:18])[CH2:12][C:13]([OH:15])=O)=[O:10])[C:2]1[CH:7]=[CH:6][CH:5]=[CH:4][CH:3]=1.C(N(CC)CC)C.ClC1C=C(Cl)C=C(Cl)C=1C(Cl)=O. The catalyst is C(Cl)Cl. The product is [CH2:16]([C@:11]1([C:9]([O:8][CH2:1][C:2]2[CH:3]=[CH:4][CH:5]=[CH:6][CH:7]=2)=[O:10])[CH2:12][C:13](=[O:15])[O:19]1)[CH:17]=[CH2:18]. The yield is 0.670.